Dataset: Experimentally validated miRNA-target interactions with 360,000+ pairs, plus equal number of negative samples. Task: Binary Classification. Given a miRNA mature sequence and a target amino acid sequence, predict their likelihood of interaction. (1) The miRNA is hsa-miR-523-3p with sequence GAACGCGCUUCCCUAUAGAGGGU. The protein sequence of the target gene is MASAEPLTALSRWYLYAIHGYFCEVMFTAAWEFVVNLNWKFPGVTSVWALFIYGTSILIVERMYLRLRGRCPLLLRCLIYTLWTYLWEFTTGFILRQFNACPWDYSQFDFDFMGLITLEYAVPWFCGALIMEQFIIRNTLRLRFDKDAEPGEPSGALALANGHVKTD. Result: 0 (no interaction). (2) The miRNA is hsa-miR-186-5p with sequence CAAAGAAUUCUCCUUUUGGGCU. The protein sequence of the target gene is MTQGPGGRAPPAPPAPPEPEAPTTFCALLPRMPQWKFAAPGGFLGRGPAAARAAGASGGADPQPEPAGPGGVPALAAAVLGACEPRCAAPCPLPALSRCRGAGSRGSRGGRGAAGSGDAAAAAEWIRKGSFIHKPAHGWLHPDARVLGPGVSYVVRYMGCIEVLRSMRSLDFNTRTQVTREAINRLHEAVPGVRGSWKKKAPNKALASVLGKSNLRFAGMSISIHISTDGLSLSVPATRQVIANHHMPSISFASGGDTDMTDYVAYVAKDPINQRACHILECCEGLAQSIISTVGQAFEL.... Result: 1 (interaction). (3) The protein sequence of the target gene is MQPSGHRLRDVEHHPLLAENDNYDSSSSSSSEADVADRVWFIRDGCGMICAVMTWLLVAYADFVVTFVMLLPSKDFWYSVVNGVIFNCLAVLALSSHLRTMLTDPGAVPKGNATKEYMESLQLKPGEVIYKCPKCCCIKPERAHHCSICKRCIRKMDHHCPWVNNCVGEKNQRFFVLFTMYIALSSVHALILCGFQFISCVRGQWTECSDFSPPITVILLIFLCLEGLLFFTFTAVMFGTQIHSICNDETEIERLKSEKPTWERRLRWEGMKSVFGGPPSLLWMNPFVGFRFRRLPTRPR.... The miRNA is hsa-miR-507 with sequence UUUUGCACCUUUUGGAGUGAA. Result: 1 (interaction). (4) The miRNA is hsa-miR-708-5p with sequence AAGGAGCUUACAAUCUAGCUGGG. The protein sequence of the target gene is MACLGFLLPVGFLLLISTVAGGKYGVAHVVSENWSKDYCILFSSDYITLPRDLHHAPLLPLYDGTKAPWCPGEDSPHQAQLRSPSQRPLRQTTAMVMRGNCSFHTKGWLAQGQGAHGLLIVSRVSDQQCSDTTLAPQDPRQPLADLTIPVAMLHYADMLDILSHTRGEAVVRVAMYAPPEPIIDYNMLVIFILAVGTVAAGGYWAGLTEANRLQRRRARRGGGSGGHHQLQEAAAAEGAQKEDNEDIPVDFTPAMTGVVVTLSCSLMLLLYFFYDHFVYVTIGIFGLGAGIGLYSCLSPL.... Result: 0 (no interaction). (5) The miRNA is mmu-miR-3097-3p with sequence CUCAGACCUUUCUACCUGUCAG. The protein sequence of the target gene is MATRRALHFVFKVKNRFQTVHFFRDVLGMQVLRHEEFEEGCKAACNGPYDGKWSKTMVGFGPEDDHFVAELTYNYGIGDYKLGNDFMGITLASSQAVSNARKLEWPLSKVAEGIFETEAPGGYKFYLQDRSPSQSDPVLKVTLAVSDLQKSLNYWSNLLGMKIYEQDEEKQRALLGYADNQCKLELQGIQGAVDHAAAFGRIAFSCPQKELPDLEDLMKRESHSILTPLVSLDTPGKATVQVVILADPDGHEICFVGDEAFRELSKMDPKGSKLLDDAMEADKSDEWFATRNKPKASG. Result: 1 (interaction).